This data is from Full USPTO retrosynthesis dataset with 1.9M reactions from patents (1976-2016). The task is: Predict the reactants needed to synthesize the given product. (1) Given the product [C:28]([OH:35])(=[O:34])/[CH:29]=[CH:30]/[C:31]([OH:33])=[O:32].[N:1]12[CH2:6][CH2:5][CH:4]([CH2:7][CH2:8]1)[CH:3]([O:9][C:10]1[CH:27]=[CH:26][C:13]3[N:14]4[CH2:20][N:18]([CH2:19][C:12]=3[CH:11]=1)[C:17]1[CH:21]=[CH:22][C:23]([I:25])=[CH:24][C:16]=1[CH2:15]4)[CH2:2]2, predict the reactants needed to synthesize it. The reactants are: [N:1]12[CH2:8][CH2:7][CH:4]([CH2:5][CH2:6]1)[CH:3]([O:9][C:10]1[CH:27]=[CH:26][C:13]3[N:14]4[CH2:20][N:18]([CH2:19][C:12]=3[CH:11]=1)[C:17]1[CH:21]=[CH:22][C:23]([I:25])=[CH:24][C:16]=1[CH2:15]4)[CH2:2]2.[C:28]([OH:35])(=[O:34])/[CH:29]=[CH:30]/[C:31]([OH:33])=[O:32]. (2) Given the product [CH2:1]([S:3]([C:6]1[CH:11]=[CH:10][C:9]([C:16]2[CH:21]=[CH:20][C:19]([C:22]3[O:23][C:24]([CH3:34])=[C:25]([CH2:27][CH2:28][N:29]4[CH2:30][CH2:31][CH2:32][CH2:33]4)[N:26]=3)=[CH:18][CH:17]=2)=[CH:8][CH:7]=1)(=[O:5])=[O:4])[CH3:2], predict the reactants needed to synthesize it. The reactants are: [CH2:1]([S:3]([C:6]1[CH:11]=[CH:10][C:9](B(O)O)=[CH:8][CH:7]=1)(=[O:5])=[O:4])[CH3:2].Br[C:16]1[CH:21]=[CH:20][C:19]([C:22]2[O:23][C:24]([CH3:34])=[C:25]([CH2:27][CH2:28][N:29]3[CH2:33][CH2:32][CH2:31][CH2:30]3)[N:26]=2)=[CH:18][CH:17]=1. (3) Given the product [NH2:4][C:5]1[C:10]2[CH:11]=[C:12]([C:14]([CH3:16])([CH3:17])[CH3:15])[O:13][C:9]=2[C:8]([C:18]([O:20][CH3:21])=[O:19])=[CH:7][C:6]=1[C:22]1[CH:27]=[CH:26][CH:25]=[CH:24][CH:23]=1, predict the reactants needed to synthesize it. The reactants are: C([NH:4][C:5]1[C:10]2[CH:11]=[C:12]([C:14]([CH3:17])([CH3:16])[CH3:15])[O:13][C:9]=2[C:8]([C:18]([O:20][CH3:21])=[O:19])=[CH:7][C:6]=1[C:22]1[CH:27]=[CH:26][CH:25]=[CH:24][CH:23]=1)(=O)C.C(=O)([O-])O.O1CCOCC1.O.C(=O)(O)[O-].[Na+]. (4) Given the product [Br:12][C:10]1[CH:11]=[C:2]([NH:1][CH:15]([CH2:16][CH3:17])[CH3:14])[C:3]([CH3:13])=[C:4]([CH:9]=1)[C:5]([O:7][CH3:8])=[O:6], predict the reactants needed to synthesize it. The reactants are: [NH2:1][C:2]1[C:3]([CH3:13])=[C:4]([CH:9]=[C:10]([Br:12])[CH:11]=1)[C:5]([O:7][CH3:8])=[O:6].[CH3:14][C:15](=O)[CH2:16][CH3:17].C([BH3-])#N.[Na+]. (5) Given the product [CH3:1][S:2]([C:5]1[CH:6]=[C:7]([C:11]2[CH:12]=[CH:13][C:14]([N:17]3[CH:21]=[C:20]([C:22]([NH:43][NH2:44])=[O:24])[N:19]=[C:18]3[C:27]3[CH:32]=[CH:31][CH:30]=[CH:29][C:28]=3[C:33]([F:35])([F:34])[F:36])=[CH:15][CH:16]=2)[CH:8]=[CH:9][CH:10]=1)(=[O:4])=[O:3], predict the reactants needed to synthesize it. The reactants are: [CH3:1][S:2]([C:5]1[CH:6]=[C:7]([C:11]2[CH:16]=[CH:15][C:14]([N:17]3[CH:21]=[C:20]([C:22]([O:24]CC)=O)[N:19]=[C:18]3[C:27]3[CH:32]=[CH:31][CH:30]=[CH:29][C:28]=3[C:33]([F:36])([F:35])[F:34])=[CH:13][CH:12]=2)[CH:8]=[CH:9][CH:10]=1)(=[O:4])=[O:3].O1CCOCC1.[NH2:43][NH2:44]. (6) Given the product [F:22][C:3]([F:2])([F:21])[O:4][C:5]1[CH:6]=[C:7]([CH:11]2[CH2:15][C:14]3([CH2:16][CH2:17][N:18]([C:28]([O:27][C:24]([CH3:26])([CH3:25])[CH3:23])=[O:29])[CH2:19][CH2:20]3)[O:13][CH2:12]2)[CH:8]=[CH:9][CH:10]=1, predict the reactants needed to synthesize it. The reactants are: Cl.[F:2][C:3]([F:22])([F:21])[O:4][C:5]1[CH:6]=[C:7]([CH:11]2[CH2:15][C:14]3([CH2:20][CH2:19][NH:18][CH2:17][CH2:16]3)[O:13][CH2:12]2)[CH:8]=[CH:9][CH:10]=1.[CH3:23][C:24]([O:27][C:28](O[C:28]([O:27][C:24]([CH3:26])([CH3:25])[CH3:23])=[O:29])=[O:29])([CH3:26])[CH3:25].CCN(C(C)C)C(C)C.Cl.